Dataset: Tox21: 12 toxicity assays (nuclear receptors and stress response pathways). Task: Binary classification across 12 toxicity assays. (1) The drug is C=C(C)C(=O)Nc1ccc(Cl)c(Cl)c1. It tested positive (active) for: NR-AhR (Aryl hydrocarbon Receptor agonist activity), SR-ARE (Antioxidant Response Element (oxidative stress)), SR-MMP (Mitochondrial Membrane Potential disruption), and SR-p53 (p53 tumor suppressor activation). (2) The drug is Nc1ccc2ccccc2c1S(=O)(=O)O. It tested positive (active) for: NR-AhR (Aryl hydrocarbon Receptor agonist activity), NR-ER (Estrogen Receptor agonist activity), and SR-ARE (Antioxidant Response Element (oxidative stress)). (3) The molecule is O=C(CS)Nc1ccccc1. It tested positive (active) for: NR-AhR (Aryl hydrocarbon Receptor agonist activity), NR-ER (Estrogen Receptor agonist activity), and SR-p53 (p53 tumor suppressor activation). (4) The compound is Nc1cnn([C@@H]2O[C@H](CO)[C@@H](O)[C@H]2O)c(=O)n1. It tested positive (active) for: SR-p53 (p53 tumor suppressor activation).